Dataset: Forward reaction prediction with 1.9M reactions from USPTO patents (1976-2016). Task: Predict the product of the given reaction. Given the reactants F[C:2]1[C:7]([N+:8]([O-:10])=[O:9])=[CH:6][CH:5]=[CH:4][N:3]=1.CCN(CC)CC.[NH2:18][C@H:19]([C:21]([OH:23])=[O:22])[CH3:20], predict the reaction product. The product is: [N+:8]([C:7]1[C:2]([NH:18][CH:19]([CH3:20])[C:21]([OH:23])=[O:22])=[N:3][CH:4]=[CH:5][CH:6]=1)([O-:10])=[O:9].